This data is from Reaction yield outcomes from USPTO patents with 853,638 reactions. The task is: Predict the reaction yield, written as a fraction of the theoretical maximum amount of product (1.0 means a 100% yield; for example, 0.34 means a 34% yield). (1) The reactants are C(O)C.[OH:4][C@@:5]([C:38]1[CH:47]=[CH:46][C:45]2[C:40](=[CH:41][CH:42]=[C:43]([C:48]([NH:50][CH3:51])=[O:49])[CH:44]=2)[CH:39]=1)([C:14]1[N:15]=[CH:16][N:17]([C:19]([C:32]2[CH:37]=[CH:36][CH:35]=[CH:34][CH:33]=2)([C:26]2[CH:31]=[CH:30][CH:29]=[CH:28][CH:27]=2)[C:20]2[CH:25]=[CH:24][CH:23]=[CH:22][CH:21]=2)[CH:18]=1)[CH2:6][C:7]([O:9][C:10](C)(C)[CH3:11])=[O:8].Cl.[Cl-].[Na+]. The catalyst is CC(C)[O-].CC(C)[O-].CC(C)[O-].CC(C)[O-].[Ti+4].C(OCC)(=O)C. The product is [OH:4][C@@:5]([C:38]1[CH:47]=[CH:46][C:45]2[C:40](=[CH:41][CH:42]=[C:43]([C:48]([NH:50][CH3:51])=[O:49])[CH:44]=2)[CH:39]=1)([C:14]1[N:15]=[CH:16][N:17]([C:19]([C:26]2[CH:31]=[CH:30][CH:29]=[CH:28][CH:27]=2)([C:32]2[CH:37]=[CH:36][CH:35]=[CH:34][CH:33]=2)[C:20]2[CH:25]=[CH:24][CH:23]=[CH:22][CH:21]=2)[CH:18]=1)[CH2:6][C:7]([O:9][CH2:10][CH3:11])=[O:8]. The yield is 0.800. (2) The reactants are [F:1][CH:2]([F:8])[CH2:3][O:4][CH2:5][CH2:6][OH:7].[C:9]1([CH3:19])[CH:14]=[CH:13][C:12]([S:15](Cl)(=[O:17])=[O:16])=[CH:11][CH:10]=1. The catalyst is CN(C1C=CN=CC=1)C.ClCCl. The product is [CH3:19][C:9]1[CH:14]=[CH:13][C:12]([S:15]([O:7][CH2:6][CH2:5][O:4][CH2:3][CH:2]([F:8])[F:1])(=[O:17])=[O:16])=[CH:11][CH:10]=1. The yield is 0.190. (3) The reactants are [CH2:1]([NH:8][CH2:9][C@@H:10]([C:19]1[CH:28]=[CH:27][C:26]([O:29][CH2:30][C:31]2[CH:36]=[CH:35][CH:34]=[CH:33][CH:32]=2)=[C:25]2[C:20]=1[CH:21]=[CH:22][C:23](=[O:37])[NH:24]2)[O:11][Si:12]([C:15]([CH3:18])([CH3:17])[CH3:16])([CH3:14])[CH3:13])[C:2]1[CH:7]=[CH:6][CH:5]=[CH:4][CH:3]=1.C(O)(=O)C.O=[CH:43][CH2:44][CH2:45][CH2:46][CH2:47][CH2:48][CH2:49][CH2:50][CH2:51][N:52]1[CH2:57][CH2:56][CH:55]([O:58][C:59](=[O:73])[NH:60][C:61]2[CH:66]=[CH:65][CH:64]=[CH:63][C:62]=2[C:67]2[CH:72]=[CH:71][CH:70]=[CH:69][CH:68]=2)[CH2:54][CH2:53]1.C(O[BH-](OC(=O)C)OC(=O)C)(=O)C.[Na+].C(=O)(O)[O-].[Na+]. The catalyst is ClCCl. The product is [CH2:1]([N:8]([CH2:9][C@@H:10]([C:19]1[CH:28]=[CH:27][C:26]([O:29][CH2:30][C:31]2[CH:32]=[CH:33][CH:34]=[CH:35][CH:36]=2)=[C:25]2[C:20]=1[CH:21]=[CH:22][C:23](=[O:37])[NH:24]2)[O:11][Si:12]([C:15]([CH3:18])([CH3:17])[CH3:16])([CH3:14])[CH3:13])[CH2:43][CH2:44][CH2:45][CH2:46][CH2:47][CH2:48][CH2:49][CH2:50][CH2:51][N:52]1[CH2:53][CH2:54][CH:55]([O:58][C:59](=[O:73])[NH:60][C:61]2[CH:66]=[CH:65][CH:64]=[CH:63][C:62]=2[C:67]2[CH:68]=[CH:69][CH:70]=[CH:71][CH:72]=2)[CH2:56][CH2:57]1)[C:2]1[CH:7]=[CH:6][CH:5]=[CH:4][CH:3]=1. The yield is 0.800. (4) The reactants are Cl[C:2]([O:4][CH2:5][CH:6]=[CH2:7])=[O:3].[NH2:8][C:9]1[CH:14]=[C:13]([O:15][Si:16]([CH:23]([CH3:25])[CH3:24])([CH:20]([CH3:22])[CH3:21])[CH:17]([CH3:19])[CH3:18])[C:12]([O:26][CH3:27])=[CH:11][C:10]=1[C:28]([N:30]1[CH:34]=[C:33](/[CH:35]=[CH:36]/[CH3:37])[CH2:32][C@H:31]1[CH2:38][O:39][Si:40]([C:43]([CH3:46])([CH3:45])[CH3:44])([CH3:42])[CH3:41])=[O:29].N1C=CC=CC=1. The catalyst is C(Cl)Cl. The product is [Si:40]([O:39][CH2:38][C@@H:31]1[CH2:32][C:33](/[CH:35]=[CH:36]/[CH3:37])=[CH:34][N:30]1[C:28]([C:10]1[CH:11]=[C:12]([O:26][CH3:27])[C:13]([O:15][Si:16]([CH:17]([CH3:19])[CH3:18])([CH:23]([CH3:25])[CH3:24])[CH:20]([CH3:21])[CH3:22])=[CH:14][C:9]=1[NH:8][C:2](=[O:3])[O:4][CH2:5][CH:6]=[CH2:7])=[O:29])([C:43]([CH3:44])([CH3:46])[CH3:45])([CH3:41])[CH3:42]. The yield is 1.00. (5) The reactants are [N+:1]([C:4]1[CH:9]=[CH:8][C:7]([N:10]2[CH2:15][CH2:14][N:13]([CH:16]([OH:18])[CH3:17])[CH2:12][CH2:11]2)=[CH:6][CH:5]=1)([O-])=O. The catalyst is CO.[Pd]. The product is [NH2:1][C:4]1[CH:5]=[CH:6][C:7]([N:10]2[CH2:11][CH2:12][N:13]([CH:16]([OH:18])[CH3:17])[CH2:14][CH2:15]2)=[CH:8][CH:9]=1. The yield is 0.880. (6) The reactants are C([O:9][C:10]([C@:12]1([NH:17][C:18]([C:20]2[S:21][C:22]([Cl:25])=[CH:23][CH:24]=2)=[O:19])[CH2:16][CH2:15][O:14][CH2:13]1)=[O:11])CC1C=CC=CC=1.[OH-].[Na+]. The catalyst is CO. The product is [Cl:25][C:22]1[S:21][C:20]([C:18]([NH:17][C@@:12]2([C:10]([OH:11])=[O:9])[CH2:16][CH2:15][O:14][CH2:13]2)=[O:19])=[CH:24][CH:23]=1. The yield is 0.990.